This data is from Experimental lipophilicity measurements (octanol/water distribution) for 4,200 compounds from AstraZeneca. The task is: Regression/Classification. Given a drug SMILES string, predict its absorption, distribution, metabolism, or excretion properties. Task type varies by dataset: regression for continuous measurements (e.g., permeability, clearance, half-life) or binary classification for categorical outcomes (e.g., BBB penetration, CYP inhibition). For this dataset (lipophilicity_astrazeneca), we predict Y. (1) The drug is CO[C@@H](C(=O)N1Cc2n[nH]c(NC(=O)c3ccc(N4CCN(C)CC4)cc3)c2C1)c1ccccc1. The Y is 2.00 logD. (2) The molecule is Cn1c(C#N)ccc1-c1ccc2c(c1)C(C)(C)OC(=O)N2. The Y is 2.85 logD. (3) The drug is O=C(NC[C@@H](O)CN1CCC(Oc2ccc(Cl)c(Cl)c2)CC1)c1c[nH]nc1C1CC1. The Y is 3.15 logD. (4) The drug is O=C(NCc1ccnc2ccccc12)c1ccc(Oc2ccc(C#C[C@]3(O)CN4CCC3CC4)cc2)cc1. The Y is 3.88 logD.